Task: Regression. Given two drug SMILES strings and cell line genomic features, predict the synergy score measuring deviation from expected non-interaction effect.. Dataset: NCI-60 drug combinations with 297,098 pairs across 59 cell lines (1) Drug 1: CN(C)C1=NC(=NC(=N1)N(C)C)N(C)C. Drug 2: B(C(CC(C)C)NC(=O)C(CC1=CC=CC=C1)NC(=O)C2=NC=CN=C2)(O)O. Cell line: ACHN. Synergy scores: CSS=-2.98, Synergy_ZIP=4.16, Synergy_Bliss=0.484, Synergy_Loewe=-2.51, Synergy_HSA=-3.66. (2) Drug 1: C1=CC(=CC=C1CCCC(=O)O)N(CCCl)CCCl. Drug 2: CN(CC1=CN=C2C(=N1)C(=NC(=N2)N)N)C3=CC=C(C=C3)C(=O)NC(CCC(=O)O)C(=O)O. Cell line: DU-145. Synergy scores: CSS=37.7, Synergy_ZIP=-2.48, Synergy_Bliss=-2.05, Synergy_Loewe=-2.61, Synergy_HSA=0.698. (3) Cell line: T-47D. Drug 1: CC1=C(C=C(C=C1)C(=O)NC2=CC(=CC(=C2)C(F)(F)F)N3C=C(N=C3)C)NC4=NC=CC(=N4)C5=CN=CC=C5. Synergy scores: CSS=-2.40, Synergy_ZIP=8.42, Synergy_Bliss=16.5, Synergy_Loewe=-2.83, Synergy_HSA=-1.90. Drug 2: CCN(CC)CCNC(=O)C1=C(NC(=C1C)C=C2C3=C(C=CC(=C3)F)NC2=O)C. (4) Drug 1: C1=NC2=C(N1)C(=S)N=C(N2)N. Drug 2: CC(C)CN1C=NC2=C1C3=CC=CC=C3N=C2N. Cell line: TK-10. Synergy scores: CSS=16.0, Synergy_ZIP=-8.62, Synergy_Bliss=-0.0788, Synergy_Loewe=-2.92, Synergy_HSA=-1.21. (5) Synergy scores: CSS=65.1, Synergy_ZIP=-5.29, Synergy_Bliss=-8.03, Synergy_Loewe=-5.43, Synergy_HSA=-2.41. Drug 1: C1=NC2=C(N1)C(=S)N=C(N2)N. Cell line: LOX IMVI. Drug 2: C1C(C(OC1N2C=C(C(=O)NC2=O)F)CO)O.